This data is from Retrosynthesis with 50K atom-mapped reactions and 10 reaction types from USPTO. The task is: Predict the reactants needed to synthesize the given product. (1) Given the product COc1ncc2cc(C(=O)Nc3cc(C(=O)NCc4cccc(C(F)(F)F)c4)ccc3Cl)c(=O)[nH]c2n1, predict the reactants needed to synthesize it. The reactants are: COc1ncc2cc(C(=O)Nc3cc(C(=O)O)ccc3Cl)c(=O)[nH]c2n1.NCc1cccc(C(F)(F)F)c1. (2) Given the product CC(C)(C)OC(=O)N1[C@H](CNC(=O)c2cccc3c2OCCO3)C[C@@H]2C[C@@H]21, predict the reactants needed to synthesize it. The reactants are: CC(C)(C)OC(=O)N1[C@H](CN)C[C@@H]2C[C@@H]21.O=C(O)c1cccc2c1OCCO2.